Dataset: Forward reaction prediction with 1.9M reactions from USPTO patents (1976-2016). Task: Predict the product of the given reaction. (1) Given the reactants [CH3:1][CH:2]1[C:7](=[O:8])[CH2:6][CH2:5][CH2:4][C:3]1=[O:9].[NH2:10][C:11]1[CH:12]=[C:13]([CH2:17][C:18]([OH:20])=[O:19])[CH:14]=[CH:15][CH:16]=1, predict the reaction product. The product is: [CH3:1][C:2]1[C:3](=[O:9])[CH2:4][CH2:5][CH2:6][C:7]=1[NH:10][C:11]1[CH:12]=[C:13]([CH2:17][C:18]([OH:20])=[O:19])[CH:14]=[CH:15][CH:16]=1.[CH3:6][CH2:7][OH:8]. (2) Given the reactants C1(P(C2C=CC=CC=2)(C2C=CC=CC=2)=[CH:8][C:9]([O:11][CH2:12][CH3:13])=[O:10])C=CC=CC=1.[O:26]1[CH2:31][CH2:30][C:29](=O)[CH2:28][CH2:27]1, predict the reaction product. The product is: [O:26]1[CH2:31][CH2:30][C:29](=[CH:8][C:9]([O:11][CH2:12][CH3:13])=[O:10])[CH2:28][CH2:27]1. (3) Given the reactants [NH2:1][C:2]1[CH:3]=[CH:4][C:5]([N:9]2[CH2:14][CH2:13][CH2:12][C@@H:11]([C:15]([OH:17])=[O:16])[CH2:10]2)=[N:6][C:7]=1[NH2:8].CN(C)C=O.[CH:23]1([C:26]2[N:31]=[C:30]([CH:32]=O)[CH:29]=[CH:28][N:27]=2)[CH2:25][CH2:24]1.C(O)(=O)C, predict the reaction product. The product is: [CH:23]1([C:26]2[N:31]=[C:30]([C:32]3[NH:8][C:7]4=[N:6][C:5]([N:9]5[CH2:14][CH2:13][CH2:12][C@@H:11]([C:15]([OH:17])=[O:16])[CH2:10]5)=[CH:4][CH:3]=[C:2]4[N:1]=3)[CH:29]=[CH:28][N:27]=2)[CH2:25][CH2:24]1. (4) Given the reactants [CH3:1][C:2]1[CH:7]=[CH:6][C:5]([C:8]2[CH:13]=[C:12]([C:14](=[O:24])[NH:15][CH2:16][C:17]3[CH:18]=[N:19][C:20]([CH3:23])=[N:21][CH:22]=3)[CH:11]=[C:10]([C:25](O)=[O:26])[CH:9]=2)=[CH:4][CH:3]=1.Cl.CN(C)[CH2:31][CH2:32][CH2:33][N:34]=[C:35]=NCC.O.ON1C2C=CC=CC=2N=N1.N1CCCC1.C(N(CC)C(C)C)(C)C, predict the reaction product. The product is: [CH3:1][C:2]1[CH:7]=[CH:6][C:5]([C:8]2[CH:9]=[C:10]([C:25]([N:34]3[CH2:35][CH2:31][CH2:32][CH2:33]3)=[O:26])[CH:11]=[C:12]([C:14]([NH:15][CH2:16][C:17]3[CH:18]=[N:19][C:20]([CH3:23])=[N:21][CH:22]=3)=[O:24])[CH:13]=2)=[CH:4][CH:3]=1. (5) Given the reactants C([O:3][C:4](=[O:34])[CH2:5][N:6]([S:28]([N:31]([CH3:33])[CH3:32])(=[O:30])=[O:29])[CH2:7][C:8]1[CH:13]=[CH:12][C:11]([O:14][CH2:15][CH2:16][C:17]2[N:18]=[C:19]([C:22]3[CH:27]=[CH:26][CH:25]=[CH:24][CH:23]=3)[O:20][CH:21]=2)=[CH:10][CH:9]=1)C.O.[OH-].[Li+], predict the reaction product. The product is: [CH3:32][N:31]([S:28]([N:6]([CH2:5][C:4]([OH:34])=[O:3])[CH2:7][C:8]1[CH:9]=[CH:10][C:11]([O:14][CH2:15][CH2:16][C:17]2[N:18]=[C:19]([C:22]3[CH:23]=[CH:24][CH:25]=[CH:26][CH:27]=3)[O:20][CH:21]=2)=[CH:12][CH:13]=1)(=[O:29])=[O:30])[CH3:33].